This data is from hERG Central: cardiac toxicity at 1µM, 10µM, and general inhibition. The task is: Predict hERG channel inhibition at various concentrations. (1) The molecule is COc1ccc(CNC(=O)C(C)Sc2nc3ccccc3c(=O)n2CCCN2CCOCC2)cc1. Results: hERG_inhib (hERG inhibition (general)): blocker. (2) Results: hERG_inhib (hERG inhibition (general)): blocker. The molecule is COc1cccc(CN2CCN(Cc3nc(-c4cccs4)oc3C)CC2CCO)c1. (3) The molecule is Cc1cnc(NC(=O)CSc2nnc(-c3cccs3)n2C)s1. Results: hERG_inhib (hERG inhibition (general)): blocker. (4) The compound is CC(=O)N1CCN(CC(=O)Nc2ccccc2Sc2ccccc2)CC1. Results: hERG_inhib (hERG inhibition (general)): blocker. (5) The drug is COc1ccc(Cl)cc1C(=O)NCC1(N(C)C)CCCCC1. Results: hERG_inhib (hERG inhibition (general)): blocker. (6) The compound is Cc1nn(-c2ccccc2)c(N)c1Sc1cccc([N+](=O)[O-])c1.Cl. Results: hERG_inhib (hERG inhibition (general)): blocker. (7) The drug is COc1ccccc1C1CCN(Cc2ccc(C)cc2)CC1. Results: hERG_inhib (hERG inhibition (general)): blocker.